This data is from TCR-epitope binding with 47,182 pairs between 192 epitopes and 23,139 TCRs. The task is: Binary Classification. Given a T-cell receptor sequence (or CDR3 region) and an epitope sequence, predict whether binding occurs between them. (1) The epitope is MPASWVMRI. The TCR CDR3 sequence is CASRGDGELFF. Result: 1 (the TCR binds to the epitope). (2) The epitope is FLPRVFSAV. The TCR CDR3 sequence is CASSLGGKNTYEQYF. Result: 0 (the TCR does not bind to the epitope). (3) The epitope is TAFTIPSI. The TCR CDR3 sequence is CASSSGLVSNTGELFF. Result: 0 (the TCR does not bind to the epitope). (4) The TCR CDR3 sequence is CASSLSPGQKYEQYF. Result: 1 (the TCR binds to the epitope). The epitope is TPRVTGGGAM. (5) The epitope is YLQPRTFLL. The TCR CDR3 sequence is CARQDTNTGELFF. Result: 1 (the TCR binds to the epitope). (6) Result: 0 (the TCR does not bind to the epitope). The epitope is RILGAGCFV. The TCR CDR3 sequence is CASSLTGLSGANVLTF.